From a dataset of Reaction yield outcomes from USPTO patents with 853,638 reactions. Predict the reaction yield, written as a fraction of the theoretical maximum amount of product (1.0 means a 100% yield; for example, 0.34 means a 34% yield). (1) The reactants are [F:1][C:2]([F:32])([F:31])[C:3]1[N:8]2[N:9]=[CH:10][C:11]([C:12]#[C:13][C:14]3[CH:15]=[CH:16][C:17]([NH2:20])=[N:18][CH:19]=3)=[C:7]2[N:6]=[C:5]([C:21]2[CH:26]=[CH:25][C:24]([C:27]([F:30])([F:29])[F:28])=[CH:23][CH:22]=2)[CH:4]=1.[CH3:33][S:34](O[S:34]([CH3:33])(=[O:36])=[O:35])(=[O:36])=[O:35].O1CCOCC1.Cl. The catalyst is N1C=CC=CC=1. The product is [F:32][C:2]([F:1])([F:31])[C:3]1[N:8]2[N:9]=[CH:10][C:11]([C:12]#[C:13][C:14]3[CH:15]=[CH:16][C:17]([NH:20][S:34]([CH3:33])(=[O:36])=[O:35])=[N:18][CH:19]=3)=[C:7]2[N:6]=[C:5]([C:21]2[CH:26]=[CH:25][C:24]([C:27]([F:28])([F:29])[F:30])=[CH:23][CH:22]=2)[CH:4]=1. The yield is 0.520. (2) The reactants are [Cl:1][C:2]1[CH:7]=[CH:6][C:5]([CH2:8][C:9]([C:11]2[CH:16]=[CH:15][CH:14]=[CH:13][CH:12]=2)=O)=[CH:4][CH:3]=1.[CH2:17]([O:19][C:20]1[CH:21]=[C:22]([CH:25]=[C:26]([N+:29]([O-:31])=[O:30])[C:27]=1[OH:28])[CH:23]=O)[CH3:18].[NH2:32][C:33]([NH2:35])=[O:34].Cl. The catalyst is CCO.CO.CCOC(C)=O. The product is [Cl:1][C:2]1[CH:7]=[CH:6][C:5]([C:8]2[CH:23]([C:22]3[CH:25]=[C:26]([N+:29]([O-:31])=[O:30])[C:27]([OH:28])=[C:20]([O:19][CH2:17][CH3:18])[CH:21]=3)[NH:32][C:33](=[O:34])[NH:35][C:9]=2[C:11]2[CH:16]=[CH:15][CH:14]=[CH:13][CH:12]=2)=[CH:4][CH:3]=1. The yield is 0.0625.